Dataset: Full USPTO retrosynthesis dataset with 1.9M reactions from patents (1976-2016). Task: Predict the reactants needed to synthesize the given product. (1) Given the product [Cl:1][C:2]1[CH:7]=[CH:6][C:5]([CH2:8][NH:9][C:10]([CH:12]2[CH2:14][CH2:13]2)=[O:11])=[CH:4][C:3]=1[N:15]1[C:24](=[O:36])[NH:25][C:26]([C:27]2[CH:32]=[CH:31][C:30]([I:33])=[CH:29][C:28]=2[F:34])=[N:16]1, predict the reactants needed to synthesize it. The reactants are: [Cl:1][C:2]1[CH:7]=[CH:6][C:5]([CH2:8][NH:9][C:10]([CH:12]2[CH2:14][CH2:13]2)=[O:11])=[CH:4][C:3]=1[N:15]([C:24](=[O:36])[NH:25][C:26](=O)[C:27]1[CH:32]=[CH:31][C:30]([I:33])=[CH:29][C:28]=1[F:34])[NH:16]C(OC(C)(C)C)=O.FC(F)(F)C(O)=O.C([O-])(O)=O.[Na+]. (2) Given the product [C:18]1([C:2]2[C:7]([CH3:8])=[N:6][C:5]([CH3:9])=[CH:4][N:3]=2)[C:19]2[C:14](=[CH:13][CH:12]=[CH:11][CH:10]=2)[CH:15]=[CH:16][CH:17]=1, predict the reactants needed to synthesize it. The reactants are: Cl[C:2]1[C:7]([CH3:8])=[N:6][C:5]([CH3:9])=[CH:4][N:3]=1.[C:10]1(B(O)O)[C:19]2[C:14](=[CH:15][CH:16]=[CH:17][CH:18]=2)[CH:13]=[CH:12][CH:11]=1.C(=O)([O-])[O-].[Na+].[Na+]. (3) Given the product [C:17]([O:16][C:14]([N:9]1[CH2:10][CH2:11][C:12](=[O:13])[CH:6]([CH3:4])[CH2:7][CH2:8]1)=[O:15])([CH3:20])([CH3:18])[CH3:19], predict the reactants needed to synthesize it. The reactants are: C(O[C:4]([C:6]1(C)[C:12](=[O:13])[CH2:11][CH2:10][N:9]([C:14]([O:16][C:17]([CH3:20])([CH3:19])[CH3:18])=[O:15])[CH2:8][CH2:7]1)=O)C.[OH-].[K+].